The task is: Predict hERG channel inhibition at various concentrations.. This data is from hERG Central: cardiac toxicity at 1µM, 10µM, and general inhibition. The molecule is Cn1c(N2CCN(C(=O)Nc3ccc(F)cc3)CC2)nc2ccccc21. Results: hERG_inhib (hERG inhibition (general)): blocker.